From a dataset of Reaction yield outcomes from USPTO patents with 853,638 reactions. Predict the reaction yield, written as a fraction of the theoretical maximum amount of product (1.0 means a 100% yield; for example, 0.34 means a 34% yield). (1) The reactants are [CH:1]1([N:4]2[C:8]3[C:9]([O:22][C@@H:23]([C@H:25]4[CH2:29][NH:28][C:27](=[O:30])[CH2:26]4)[CH3:24])=[CH:10][C:11](B4OC(C)(C)C(C)(C)O4)=[CH:12][C:7]=3[N:6]=[CH:5]2)[CH2:3][CH2:2]1.I[C:32]1[N:36](C(OC(C)(C)C)=O)[C:35]([CH3:44])=[N:34][CH:33]=1.[O-]P([O-])([O-])=O.[K+].[K+].[K+].N#N. The catalyst is CC(P(C(C)(C)C)C1C=CC(N(C)C)=CC=1)(C)C.CC(P(C(C)(C)C)C1C=CC(N(C)C)=CC=1)(C)C.Cl[Pd]Cl.C(Cl)Cl.O.O1CCOCC1. The product is [CH:1]1([N:4]2[C:8]3[C:9]([O:22][C@@H:23]([C@H:25]4[CH2:29][NH:28][C:27](=[O:30])[CH2:26]4)[CH3:24])=[CH:10][C:11]([C:32]4[NH:36][C:35]([CH3:44])=[N:34][CH:33]=4)=[CH:12][C:7]=3[N:6]=[CH:5]2)[CH2:3][CH2:2]1. The yield is 0.00600. (2) The reactants are [CH3:1][O:2][C:3]([C:5]1[CH:10]=[C:9]([OH:11])[N:8]=[C:7]([C:12]2[CH:17]=[CH:16][C:15]([Cl:18])=[C:14]([O:19][CH3:20])[C:13]=2[F:21])[N:6]=1)=[O:4].[Br:22]N1C(=O)CCC1=O. The catalyst is ClCCl.C(#N)C. The product is [CH3:1][O:2][C:3]([C:5]1[C:10]([Br:22])=[C:9]([OH:11])[N:8]=[C:7]([C:12]2[CH:17]=[CH:16][C:15]([Cl:18])=[C:14]([O:19][CH3:20])[C:13]=2[F:21])[N:6]=1)=[O:4]. The yield is 0.630.